This data is from Forward reaction prediction with 1.9M reactions from USPTO patents (1976-2016). The task is: Predict the product of the given reaction. (1) Given the reactants [F:1][C:2]1([F:32])[CH2:7][CH2:6][CH:5]([NH:8][C:9]([C:11]2[N:12]=[C:13]([C:24]3[CH:29]=[CH:28][C:27]([Cl:30])=[CH:26][C:25]=3[Cl:31])[N:14]([C:17]3[CH:22]=[CH:21][C:20]([OH:23])=[CH:19][CH:18]=3)[C:15]=2[CH3:16])=[O:10])[CH2:4][CH2:3]1.N1C=CN=C1.[C:38]([Si:42]([CH3:45])([CH3:44])Cl)([CH3:41])([CH3:40])[CH3:39], predict the reaction product. The product is: [F:32][C:2]1([F:1])[CH2:3][CH2:4][CH:5]([NH:8][C:9]([C:11]2[N:12]=[C:13]([C:24]3[CH:29]=[CH:28][C:27]([Cl:30])=[CH:26][C:25]=3[Cl:31])[N:14]([C:17]3[CH:18]=[CH:19][C:20]([O:23][Si:42]([C:38]([CH3:41])([CH3:40])[CH3:39])([CH3:45])[CH3:44])=[CH:21][CH:22]=3)[C:15]=2[CH3:16])=[O:10])[CH2:6][CH2:7]1. (2) Given the reactants Cl[C:2]1[N:7]=[CH:6][N:5]=[C:4]([N:8]([CH2:15][C:16]2[CH:21]=[CH:20][C:19]([S:22][C:23]([CH3:32])([CH3:31])[C:24]([O:26][C:27]([CH3:30])([CH3:29])[CH3:28])=[O:25])=[CH:18][CH:17]=2)[CH2:9][C:10]2[O:11][CH:12]=[CH:13][CH:14]=2)[CH:3]=1.[F:33][C:34]([F:45])([F:44])[C:35]1[CH:36]=[C:37](B(O)O)[CH:38]=[CH:39][CH:40]=1.C(=O)([O-])[O-].[K+].[K+], predict the reaction product. The product is: [O:11]1[CH:12]=[CH:13][CH:14]=[C:10]1[CH2:9][N:8]([CH2:15][C:16]1[CH:21]=[CH:20][C:19]([S:22][C:23]([CH3:32])([CH3:31])[C:24]([O:26][C:27]([CH3:30])([CH3:29])[CH3:28])=[O:25])=[CH:18][CH:17]=1)[C:4]1[CH:3]=[C:2]([C:39]2[CH:38]=[CH:37][CH:36]=[C:35]([C:34]([F:45])([F:44])[F:33])[CH:40]=2)[N:7]=[CH:6][N:5]=1. (3) Given the reactants [N:1]1[CH:6]=[CH:5][C:4]([CH2:7][O:8][C:9]2[CH:10]=[C:11]([NH2:16])[C:12]([NH2:15])=[CH:13][CH:14]=2)=[CH:3][CH:2]=1.O.[N:18]#[C:19][Br:20], predict the reaction product. The product is: [BrH:20].[N:1]1[CH:6]=[CH:5][C:4]([CH2:7][O:8][C:9]2[CH:14]=[CH:13][C:12]3[NH:15][C:19]([NH2:18])=[N:16][C:11]=3[CH:10]=2)=[CH:3][CH:2]=1. (4) The product is: [NH2:30][C@H:22]([C:69]([NH2:67])=[O:70])[CH:23]([CH3:11])[CH3:18].[CH2:12]1[CH2:17][CH2:16][CH2:15][CH2:14][CH2:13]1. Given the reactants N(C(OC[CH:11]1[C:23]2[C:18](=CC=C[CH:22]=2)[C:17]2[C:12]1=[CH:13][CH:14]=[CH:15][CH:16]=2)=O)[C@H](C(O)=O)C.C1C=CC2N(O)N=[N:30]C=2C=1.C(N=C=NC(C)C)(C)C.N(C(OCC1C2C(=CC=CC=2)C2C1=CC=CC=2)=O)[C@H](C(O)=O)C.C[N:67]([CH:69]=[O:70])C, predict the reaction product.